Dataset: Experimentally validated miRNA-target interactions with 360,000+ pairs, plus equal number of negative samples. Task: Binary Classification. Given a miRNA mature sequence and a target amino acid sequence, predict their likelihood of interaction. The miRNA is hsa-miR-7114-5p with sequence UCUGUGGAGUGGGGUGCCUGU. The protein sequence of the target gene is MKDVPGFLQQSQNSGPGQPAVWHRLEELYTKKLWHQLTLQVLDFVQDPCFAQGDGLIKLYENFISEFEHRVNPLSLVEIILHVVRQMTDPNVALTFLEKTREKVKSSDEAVILCKTAIGALKLNIGDLQVTKETIEDVEEMLNNLPGVTSVHSRFYDLSSKYYQTIGNHASYYKDALRFLGCVDIKDLPVSEQQERAFTLGLAGLLGEGVFNFGELLMHPVLESLRNTDRQWLIDTLYAFNSGNVERFQTLKTAWGQQPDLAANEAQLLRKIQLLCLMEMTFTRPANHRQLTFEEIAKSA.... Result: 0 (no interaction).